Predict the reaction yield, written as a fraction of the theoretical maximum amount of product (1.0 means a 100% yield; for example, 0.34 means a 34% yield). From a dataset of Reaction yield outcomes from USPTO patents with 853,638 reactions. (1) The reactants are [CH:1]([NH:4][C:5]1[S:6][C:7]2[C:12]([N:13]=1)=[CH:11][CH:10]=[C:9]([C:14](OC)=[O:15])[N:8]=2)([CH3:3])[CH3:2].[H-].[H-].[H-].[H-].[Li+].[Al+3].CCOC(C)=O. The catalyst is C1COCC1. The product is [CH:1]([NH:4][C:5]1[S:6][C:7]2[C:12]([N:13]=1)=[CH:11][CH:10]=[C:9]([CH2:14][OH:15])[N:8]=2)([CH3:3])[CH3:2]. The yield is 0.840. (2) The reactants are Br[CH2:2][C:3]([C:5]1[CH:10]=[CH:9][C:8]([CH3:11])=[CH:7][CH:6]=1)=O.[NH2:12][C:13]([NH2:15])=[S:14]. The catalyst is CCO. The product is [C:8]1([CH3:11])[CH:9]=[CH:10][C:5]([C:3]2[N:12]=[C:13]([NH2:15])[S:14][CH:2]=2)=[CH:6][CH:7]=1. The yield is 0.990. (3) The reactants are Cl[C:2]1[O:3][C:4]([C:7]2[N:8]([C:17]([O:19][C:20]([CH3:23])([CH3:22])[CH3:21])=[O:18])[C:9]3[C:14]([CH:15]=2)=[CH:13][C:12]([F:16])=[CH:11][CH:10]=3)=[CH:5][N:6]=1.[NH2:24][C:25]1[CH:26]=[C:27]([NH:31][S:32]([CH3:35])(=[O:34])=[O:33])[CH:28]=[CH:29][CH:30]=1. The catalyst is CC(O)C. The product is [F:16][C:12]1[CH:13]=[C:14]2[C:9](=[CH:10][CH:11]=1)[N:8]([C:17]([O:19][C:20]([CH3:23])([CH3:22])[CH3:21])=[O:18])[C:7]([C:4]1[O:3][C:2]([NH:24][C:25]3[CH:30]=[CH:29][CH:28]=[C:27]([NH:31][S:32]([CH3:35])(=[O:34])=[O:33])[CH:26]=3)=[N:6][CH:5]=1)=[CH:15]2. The yield is 0.250.